From a dataset of Forward reaction prediction with 1.9M reactions from USPTO patents (1976-2016). Predict the product of the given reaction. (1) Given the reactants [F:1][C:2]([F:16])([F:15])[CH2:3][CH:4]([CH2:10][C:11]([F:14])([F:13])[F:12])[CH:5]([C:7]([OH:9])=[O:8])[NH2:6].[OH-].[Na+].[Cl:19][C:20]1[S:24][C:23]([S:25](Cl)(=[O:27])=[O:26])=[CH:22][CH:21]=1, predict the reaction product. The product is: [Cl:19][C:20]1[S:24][C:23]([S:25]([NH:6][CH:5]([C:7]([OH:9])=[O:8])[CH:4]([CH2:10][C:11]([F:12])([F:13])[F:14])[CH2:3][C:2]([F:15])([F:16])[F:1])(=[O:27])=[O:26])=[CH:22][CH:21]=1. (2) The product is: [CH:1]1([CH2:6][CH:7]([C:22]2[NH:31][C:25]3=[N:26][CH:27]=[C:28]([F:30])[CH:29]=[C:24]3[CH:23]=2)[C:8]2[CH:13]=[CH:12][C:11]([S:14]([CH2:17][CH2:18][O:19][CH2:20][CH3:21])(=[O:16])=[O:15])=[CH:10][CH:9]=2)[CH2:5][CH2:4][CH2:3][CH2:2]1. Given the reactants [CH:1]1([CH:6]=[C:7]([C:22]2[NH:31][C:25]3=[N:26][CH:27]=[C:28]([F:30])[CH:29]=[C:24]3[CH:23]=2)[C:8]2[CH:13]=[CH:12][C:11]([S:14]([CH2:17][CH2:18][O:19][CH2:20][CH3:21])(=[O:16])=[O:15])=[CH:10][CH:9]=2)[CH2:5][CH2:4][CH2:3][CH2:2]1, predict the reaction product. (3) Given the reactants C([O:5][C:6](=[O:40])[CH2:7][CH2:8][CH2:9][S:10]([C:13]1[CH:18]=[C:17]([C:19]([F:22])([F:21])[F:20])[CH:16]=[C:15]([C:23](=[O:39])[N:24]([CH3:38])[C:25]2[C:30]([C:31]3[CH:36]=[CH:35][CH:34]=[CH:33][C:32]=3[CH3:37])=[CH:29][N:28]=[N:27][CH:26]=2)[CH:14]=1)(=[O:12])=[O:11])(C)(C)C.FC(F)(F)C(O)=O, predict the reaction product. The product is: [CH3:38][N:24]([C:25]1[C:30]([C:31]2[CH:36]=[CH:35][CH:34]=[CH:33][C:32]=2[CH3:37])=[CH:29][N:28]=[N:27][CH:26]=1)[C:23]([C:15]1[CH:14]=[C:13]([S:10]([CH2:9][CH2:8][CH2:7][C:6]([OH:40])=[O:5])(=[O:11])=[O:12])[CH:18]=[C:17]([C:19]([F:22])([F:21])[F:20])[CH:16]=1)=[O:39]. (4) Given the reactants P(Cl)(Cl)(OC)=O.[Cl:7][CH2:8][CH2:9][CH2:10][CH:11]([C:15]1[CH:20]=[CH:19][C:18]([Cl:21])=[CH:17][C:16]=1[C:22]([F:25])([F:24])[F:23])[C:12]([NH2:14])=O.N12CCCN=C1CCCCC2.C(=O)(O)[O-].[Na+], predict the reaction product. The product is: [Cl:7][CH2:8][CH2:9][CH2:10][CH:11]([C:15]1[CH:20]=[CH:19][C:18]([Cl:21])=[CH:17][C:16]=1[C:22]([F:25])([F:23])[F:24])[C:12]#[N:14]. (5) Given the reactants [C:1]([C:3]1[CH:4]=[C:5]([C:24]([O:26]C)=[O:25])[C:6]2[O:10][C:9]([C:17]3[CH:22]=[CH:21][CH:20]=[CH:19][CH:18]=3)([C:11]3[CH:16]=[CH:15][CH:14]=[CH:13][CH:12]=3)[O:8][C:7]=2[CH:23]=1)#[N:2].O[Li].O.CC(O)=O, predict the reaction product. The product is: [C:1]([C:3]1[CH:4]=[C:5]([C:24]([OH:26])=[O:25])[C:6]2[O:10][C:9]([C:17]3[CH:18]=[CH:19][CH:20]=[CH:21][CH:22]=3)([C:11]3[CH:12]=[CH:13][CH:14]=[CH:15][CH:16]=3)[O:8][C:7]=2[CH:23]=1)#[N:2]. (6) Given the reactants [C:1]1([C:7]2[CH:12]=[CH:11][N:10]=[N:9][CH:8]=2)[CH2:6][CH2:5][CH2:4][CH2:3][CH:2]=1.ClC1C=CC=C(C(OO)=[O:21])C=1, predict the reaction product. The product is: [N:10]1[CH:11]=[CH:12][C:7]([C@H:1]2[CH2:6][CH2:5][CH2:4][CH2:3][C@@H:2]2[OH:21])=[CH:8][N:9]=1. (7) Given the reactants FC(F)(F)COC1C(C(N)=O)=NC=CC=1.[Cl:16][C:17]1[C:18]([C:25]([O:27]C)=[O:26])=[N:19][CH:20]=[C:21]([O:23][CH3:24])[CH:22]=1, predict the reaction product. The product is: [Cl:16][C:17]1[C:18]([C:25]([OH:27])=[O:26])=[N:19][CH:20]=[C:21]([O:23][CH3:24])[CH:22]=1. (8) Given the reactants [NH2:1][C:2]1[N:6]([CH:7]2[CH2:11][CH2:10][CH2:9][CH2:8]2)[N:5]=[N:4][C:3]=1[C:12]([NH2:14])=[O:13].[Cl:15][CH2:16][C:17](Cl)=[O:18], predict the reaction product. The product is: [Cl:15][CH2:16][C:17]([NH:1][C:2]1[N:6]([CH:7]2[CH2:11][CH2:10][CH2:9][CH2:8]2)[N:5]=[N:4][C:3]=1[C:12]([NH2:14])=[O:13])=[O:18]. (9) Given the reactants [CH2:1]([S:3]([C:6]1[CH:7]=[C:8]([NH2:20])[C:9]([NH:12][CH2:13][CH:14]2[CH2:19][CH2:18][O:17][CH2:16][CH2:15]2)=[CH:10][CH:11]=1)(=[O:5])=[O:4])[CH3:2].[C:21]([CH2:25][C:26](Cl)=O)([CH3:24])([CH3:23])[CH3:22], predict the reaction product. The product is: [CH3:22][C:21]([CH3:24])([CH3:23])[CH2:25][C:26]1[N:12]([CH2:13][CH:14]2[CH2:19][CH2:18][O:17][CH2:16][CH2:15]2)[C:9]2[CH:10]=[CH:11][C:6]([S:3]([CH2:1][CH3:2])(=[O:4])=[O:5])=[CH:7][C:8]=2[N:20]=1. (10) The product is: [F:25][C:26]1[CH:27]=[CH:28][C:29]([C@H:32]2[C@H:37]([CH2:38][OH:39])[CH2:36][CH2:35][N:34]([C:43]([O:45][C:46]([CH3:49])([CH3:48])[CH3:47])=[O:44])[CH2:33]2)=[CH:30][CH:31]=1. Given the reactants ClC1C=CC([C@@H]2CCN(C(OC(C)(C)C)=O)C[C@H]2C(OC)=O)=CC=1.[F:25][C:26]1[CH:31]=[CH:30][C:29]([C@H:32]2[C@H:37]([C:38](OCC)=[O:39])[CH2:36][CH2:35][N:34]([C:43]([O:45][C:46]([CH3:49])([CH3:48])[CH3:47])=[O:44])[CH2:33]2)=[CH:28][CH:27]=1, predict the reaction product.